From a dataset of Forward reaction prediction with 1.9M reactions from USPTO patents (1976-2016). Predict the product of the given reaction. (1) Given the reactants [CH2:1]([O:8][C:9]1[CH:10]=[C:11]([CH:14]=[CH:15][C:16]=1[C:17]1[N:18]=[N:19][C:20]([N:23]([CH3:34])[CH:24]2[CH2:29][C:28]([CH3:31])([CH3:30])[NH:27][C:26]([CH3:33])([CH3:32])[CH2:25]2)=[CH:21][CH:22]=1)[CH:12]=[O:13])[C:2]1[CH:7]=[CH:6][CH:5]=[CH:4][CH:3]=1.[N+:35]([CH3:38])([O-:37])=[O:36].[OH-].[Na+].Cl, predict the reaction product. The product is: [CH2:1]([O:8][C:9]1[CH:10]=[C:11]([CH:12]([OH:13])[CH2:38][N+:35]([O-:37])=[O:36])[CH:14]=[CH:15][C:16]=1[C:17]1[N:18]=[N:19][C:20]([N:23]([CH3:34])[CH:24]2[CH2:29][C:28]([CH3:30])([CH3:31])[NH:27][C:26]([CH3:33])([CH3:32])[CH2:25]2)=[CH:21][CH:22]=1)[C:2]1[CH:3]=[CH:4][CH:5]=[CH:6][CH:7]=1. (2) Given the reactants [P:1]([O:6]C)([O:4][CH3:5])[O:2][CH3:3].[CH2:8]1[O:12][C@@H:11]2[C@H:13]([O:16][N+:17]([O-:19])=[O:18])[CH2:14][O:15][C@@H:10]2[C@H:9]1[OH:20].C(Br)(Br)(Br)Br, predict the reaction product. The product is: [P:1]([O:20][C@H:9]1[CH2:8][O:12][C@@H:11]2[C@H:13]([O:16][N+:17]([O-:19])=[O:18])[CH2:14][O:15][C@H:10]12)([O:4][CH3:5])([O:2][CH3:3])=[O:6]. (3) The product is: [CH2:11]([O:8][CH2:7][CH2:6][CH2:5][CH2:4][O:3][CH:1]=[CH2:2])[CH:13]1[O:15][CH2:14]1. Given the reactants [CH:1]([O:3][CH2:4][CH2:5][CH2:6][CH2:7][OH:8])=[CH2:2].[OH-].[Na+].[CH2:11]([CH:13]1[O:15][CH2:14]1)Cl.[Cl-].[Na+], predict the reaction product. (4) Given the reactants [NH2:1][C:2]1[C:3]([NH:28][CH2:29][C:30]2[CH:35]=[CH:34][C:33]([O:36][CH3:37])=[C:32]([O:38][CH3:39])[CH:31]=2)=[N:4][CH:5]=[C:6]([C:12]=1[NH:13][C@@H:14]1[C@H:19]([CH3:20])[CH2:18][CH2:17][N:16]([CH2:21][C:22]2[CH:27]=[CH:26][CH:25]=[CH:24][CH:23]=2)[CH2:15]1)[C:7]([O:9][CH2:10][CH3:11])=[O:8].Cl.[C:41](=O)([O-])O.[Na+], predict the reaction product. The product is: [CH2:21]([N:16]1[CH2:17][CH2:18][C@@H:19]([CH3:20])[C@@H:14]([NH:13][C:12]2[C:6]([C:7]([O:9][CH2:10][CH3:11])=[O:8])=[CH:5][N:4]=[C:3]3[N:28]([CH2:29][C:30]4[CH:35]=[CH:34][C:33]([O:36][CH3:37])=[C:32]([O:38][CH3:39])[CH:31]=4)[CH:41]=[N:1][C:2]=23)[CH2:15]1)[C:22]1[CH:27]=[CH:26][CH:25]=[CH:24][CH:23]=1. (5) Given the reactants CC(C)([O-])C.[K+].[CH:7]1([OH:11])[CH2:10][CH2:9][CH2:8]1.Cl.F[C:14]1[CH:19]=[CH:18][CH:17]=[C:16]([CH:20]2[CH2:24][CH2:23][NH:22][CH2:21]2)[N:15]=1.ClCCl, predict the reaction product. The product is: [CH:7]1([O:11][C:14]2[CH:19]=[CH:18][CH:17]=[C:16]([CH:20]3[CH2:24][CH2:23][NH:22][CH2:21]3)[N:15]=2)[CH2:10][CH2:9][CH2:8]1.